This data is from Reaction yield outcomes from USPTO patents with 853,638 reactions. The task is: Predict the reaction yield, written as a fraction of the theoretical maximum amount of product (1.0 means a 100% yield; for example, 0.34 means a 34% yield). (1) The reactants are [Br:1][C:2]1[CH:3]=[CH:4][C:5]2[NH:6][C:7]3[C:12]([C:13]=2[CH:14]=1)=[CH:11][C:10]([Br:15])=[CH:9][CH:8]=3.C1(P(C2C=CC=CC=2)C2C=CC=CC=2)C=CC=CC=1.N([C:37]([O:39][CH2:40][CH3:41])=O)=N[C:37]([O:39][CH2:40][CH3:41])=O. The catalyst is C1COCC1. The product is [Br:15][C:10]1[CH:9]=[CH:8][C:7]2[N:6]([CH2:41][C@H:40]3[CH2:37][O:39]3)[C:5]3[C:13]([C:12]=2[CH:11]=1)=[CH:14][C:2]([Br:1])=[CH:3][CH:4]=3. The yield is 0.200. (2) The reactants are O1CCCC1.[NH2:6][C:7]1[C:12]([C:13]2[O:17][N:16]=[C:15]([CH2:18][C:19]3[CH:24]=[CH:23][C:22]([OH:25])=[CH:21][CH:20]=3)[CH:14]=2)=[CH:11][CH:10]=[C:9]([NH2:26])[N:8]=1.[OH-].[Na+].[Cl:29][C:30]1[CH:35]=[CH:34][CH:33]=[C:32]([CH2:36]Cl)[N:31]=1. The catalyst is CN(C)C=O. The product is [Cl:29][C:30]1[N:31]=[C:32]([CH2:36][O:25][C:22]2[CH:23]=[CH:24][C:19]([CH2:18][C:15]3[CH:14]=[C:13]([C:12]4[C:7]([NH2:6])=[N:8][C:9]([NH2:26])=[CH:10][CH:11]=4)[O:17][N:16]=3)=[CH:20][CH:21]=2)[CH:33]=[CH:34][CH:35]=1. The yield is 0.370. (3) The reactants are Cl[C:2]1[C:11]2[C:6](=[CH:7][CH:8]=[CH:9][CH:10]=2)[N:5]=[CH:4][C:3]=1[N+:12]([O-:14])=[O:13].[Si:15]([O:22][C:23]1([CH2:29][CH2:30][CH2:31][NH2:32])[CH2:28][CH2:27][CH2:26][CH2:25][CH2:24]1)([C:18]([CH3:21])([CH3:20])[CH3:19])([CH3:17])[CH3:16].C(N(CC)CC)C. The catalyst is ClCCl. The product is [Si:15]([O:22][C:23]1([CH2:29][CH2:30][CH2:31][NH:32][C:2]2[C:11]3[C:6](=[CH:7][CH:8]=[CH:9][CH:10]=3)[N:5]=[CH:4][C:3]=2[N+:12]([O-:14])=[O:13])[CH2:28][CH2:27][CH2:26][CH2:25][CH2:24]1)([C:18]([CH3:21])([CH3:20])[CH3:19])([CH3:17])[CH3:16]. The yield is 0.930. (4) The reactants are [CH3:1][O:2][C:3]1[CH:8]=[C:7]([CH:9]2[CH2:14][CH2:13][N:12]([CH3:15])[CH2:11][CH2:10]2)[CH:6]=[CH:5][C:4]=1[NH:16][C:17](=[O:19])[CH3:18].[N+:20]([O-])([OH:22])=[O:21].C([O-])(O)=O.[Na+]. The catalyst is O. The product is [CH3:1][O:2][C:3]1[CH:8]=[C:7]([CH:9]2[CH2:14][CH2:13][N:12]([CH3:15])[CH2:11][CH2:10]2)[C:6]([N+:20]([O-:22])=[O:21])=[CH:5][C:4]=1[NH:16][C:17](=[O:19])[CH3:18]. The yield is 0.110.